This data is from Full USPTO retrosynthesis dataset with 1.9M reactions from patents (1976-2016). The task is: Predict the reactants needed to synthesize the given product. (1) The reactants are: [CH:1]1([CH2:7][O:8][C:9]2[CH:17]=[CH:16][CH:15]=[CH:14][C:10]=2[C:11]([OH:13])=O)[CH2:6][CH2:5][CH2:4][CH2:3][CH2:2]1.[CH2:18]([O:20][C:21]([C:23]1[CH:24]=[N:25][C:26]2[C:31]([CH:32]=1)=[CH:30][CH:29]=[C:28]([NH2:33])[CH:27]=2)=[O:22])[CH3:19].N1C=CC=CC=1C(NC(C1C=NC2C(C=1)=CC=C(N)C=2)=O)C1C=CC=CN=1. Given the product [CH2:18]([O:20][C:21]([C:23]1[CH:24]=[N:25][C:26]2[C:31]([CH:32]=1)=[CH:30][CH:29]=[C:28]([NH:33][C:11](=[O:13])[C:10]1[CH:14]=[CH:15][CH:16]=[CH:17][C:9]=1[O:8][CH2:7][CH:1]1[CH2:2][CH2:3][CH2:4][CH2:5][CH2:6]1)[CH:27]=2)=[O:22])[CH3:19], predict the reactants needed to synthesize it. (2) Given the product [NH2:16][CH2:17][CH:18]([OH:21])[CH2:19][NH:20][C:9](=[O:10])[O:11][C:12]([CH3:13])([CH3:14])[CH3:15], predict the reactants needed to synthesize it. The reactants are: [C:12]([O:11][C:9](O[C:9]([O:11][C:12]([CH3:15])([CH3:14])[CH3:13])=[O:10])=[O:10])([CH3:15])([CH3:14])[CH3:13].[NH2:16][CH2:17][CH:18]([OH:21])[CH2:19][NH2:20]. (3) Given the product [CH2:38]([O:37][C:35]([C:27]1[CH:28]=[C:29]([C:2]2[CH:7]=[CH:6][C:5]([CH:8]([CH3:23])[C:9]([OH:14])([C:15]3[CH:16]=[N:17][C:18]([O:21][CH3:22])=[CH:19][CH:20]=3)[C:10]([F:13])([F:12])[F:11])=[C:4]([Cl:24])[CH:3]=2)[CH:30]=[CH:31][C:26]=1[Cl:25])=[O:36])[CH3:39], predict the reactants needed to synthesize it. The reactants are: Br[C:2]1[CH:7]=[CH:6][C:5]([CH:8]([CH3:23])[C:9]([C:15]2[CH:16]=[N:17][C:18]([O:21][CH3:22])=[CH:19][CH:20]=2)([OH:14])[C:10]([F:13])([F:12])[F:11])=[C:4]([Cl:24])[CH:3]=1.[Cl:25][C:26]1[CH:31]=[CH:30][C:29](B(O)O)=[CH:28][C:27]=1[C:35]([O:37][CH2:38][CH3:39])=[O:36]. (4) Given the product [CH2:1]([NH:3][C:4]([C:6]1[S:28][C:9]2[N:10]=[C:11]([NH2:27])[N:12]=[C:13]([C:14](=[N:32][O:30][CH3:31])[C:16]3[CH:26]=[CH:25][C:19]4[N:20]([CH3:24])[CH2:21][CH2:22][O:23][C:18]=4[CH:17]=3)[C:8]=2[CH:7]=1)=[O:5])[CH3:2], predict the reactants needed to synthesize it. The reactants are: [CH2:1]([NH:3][C:4]([C:6]1[S:28][C:9]2[N:10]=[C:11]([NH2:27])[N:12]=[C:13]([C:14]([C:16]3[CH:26]=[CH:25][C:19]4[N:20]([CH3:24])[CH2:21][CH2:22][O:23][C:18]=4[CH:17]=3)=O)[C:8]=2[CH:7]=1)=[O:5])[CH3:2].Cl.[O:30]([NH2:32])[CH3:31]. (5) Given the product [CH3:1][O:2][C:3](=[O:35])[C:4]1[CH:9]=[CH:8][C:7]([C:10]2[C:16]3=[CH:17][C:18]4[C:19]([CH3:28])([CH3:27])[CH2:20][CH2:21][C:22]([CH3:26])([CH3:25])[C:23]=4[CH:24]=[C:15]3[N:14]([CH3:29])[C:13]3[CH:30]=[CH:31][C:32]([B:36]4[O:40][C:39]([CH3:42])([CH3:41])[C:38]([CH3:44])([CH3:43])[O:37]4)=[CH:33][C:12]=3[N:11]=2)=[CH:6][CH:5]=1, predict the reactants needed to synthesize it. The reactants are: [CH3:1][O:2][C:3](=[O:35])[C:4]1[CH:9]=[CH:8][C:7]([C:10]2[C:16]3=[CH:17][C:18]4[C:19]([CH3:28])([CH3:27])[CH2:20][CH2:21][C:22]([CH3:26])([CH3:25])[C:23]=4[CH:24]=[C:15]3[N:14]([CH3:29])[C:13]3[CH:30]=[CH:31][C:32](Br)=[CH:33][C:12]=3[N:11]=2)=[CH:6][CH:5]=1.[B:36]1([B:36]2[O:40][C:39]([CH3:42])([CH3:41])[C:38]([CH3:44])([CH3:43])[O:37]2)[O:40][C:39]([CH3:42])([CH3:41])[C:38]([CH3:44])([CH3:43])[O:37]1.CC([O-])=O.[K+].Cl. (6) Given the product [CH3:1][C:2]1[CH:7]=[CH:6][N:5]=[C:4]([C:8]2[O:9][C:10]3[CH2:11][NH:12][CH2:13][CH2:14][C:15]=3[N:16]=2)[CH:3]=1, predict the reactants needed to synthesize it. The reactants are: [CH3:1][C:2]1[CH:7]=[CH:6][N:5]=[C:4]([C:8]2[O:9][C:10]3[CH2:11][N:12](C(OCC4C=CC=CC=4)=O)[CH2:13][CH2:14][C:15]=3[N:16]=2)[CH:3]=1.[Si](I)(C)(C)C. (7) Given the product [O:15]1[CH2:20][CH2:19][CH:18]([NH:21][C:22]([C:24]2[S:28][C:27]([NH:14][CH2:13][C:3]3[C:4]([C:7]4[CH:12]=[CH:11][CH:10]=[CH:9][CH:8]=4)=[N:5][O:6][C:2]=3[CH3:1])=[N:26][CH:25]=2)=[O:23])[CH2:17][CH2:16]1, predict the reactants needed to synthesize it. The reactants are: [CH3:1][C:2]1[O:6][N:5]=[C:4]([C:7]2[CH:12]=[CH:11][CH:10]=[CH:9][CH:8]=2)[C:3]=1[CH2:13][NH2:14].[O:15]1[CH2:20][CH2:19][CH:18]([NH:21][C:22]([C:24]2[S:28][C:27](Cl)=[N:26][CH:25]=2)=[O:23])[CH2:17][CH2:16]1.